Task: Predict the reaction yield, written as a fraction of the theoretical maximum amount of product (1.0 means a 100% yield; for example, 0.34 means a 34% yield).. Dataset: Reaction yield outcomes from USPTO patents with 853,638 reactions (1) The reactants are [C:1]([NH:4][C:5]1[CH:13]=[C:12]([OH:14])[CH:11]=[CH:10][C:6]=1[C:7]([OH:9])=[O:8])(=[O:3])[CH3:2].[CH2:15](Cl)[C:16]1[CH:21]=[CH:20][CH:19]=[CH:18][CH:17]=1.C(=O)([O-])[O-].[K+].[K+]. The catalyst is CN(C=O)C. The product is [CH2:15]([O:8][C:7](=[O:9])[C:6]1[CH:10]=[CH:11][C:12]([O:14][CH2:7][C:6]2[CH:10]=[CH:11][CH:12]=[CH:13][CH:5]=2)=[CH:13][C:5]=1[NH:4][C:1](=[O:3])[CH3:2])[C:16]1[CH:21]=[CH:20][CH:19]=[CH:18][CH:17]=1. The yield is 0.858. (2) The reactants are [CH2:1]([NH:8][CH:9]1[CH2:14][CH2:13][CH:12]([OH:15])[CH2:11][CH2:10]1)[C:2]1[CH:7]=[CH:6][CH:5]=[CH:4][CH:3]=1.[H-].[Na+].Cl[C:19]1[CH:26]=[CH:25][C:22]([C:23]#[N:24])=[CH:21][N:20]=1. The catalyst is CN(C=O)C. The product is [CH2:1]([NH:8][CH:9]1[CH2:14][CH2:13][CH:12]([O:15][C:19]2[CH:26]=[CH:25][C:22]([C:23]#[N:24])=[CH:21][N:20]=2)[CH2:11][CH2:10]1)[C:2]1[CH:7]=[CH:6][CH:5]=[CH:4][CH:3]=1. The yield is 0.880.